This data is from Catalyst prediction with 721,799 reactions and 888 catalyst types from USPTO. The task is: Predict which catalyst facilitates the given reaction. (1) Reactant: [CH3:1][S:2]([C:5]1[CH:24]=[CH:23][C:8]([CH2:9][NH:10][C:11]([C:13]2[CH:18]=[C:17]([NH2:19])[C:16]([C:20]#[N:21])=[C:15](Cl)[N:14]=2)=[O:12])=[CH:7][CH:6]=1)(=[O:4])=[O:3].[CH:25]1([NH2:30])[CH2:29][CH2:28][CH2:27][CH2:26]1. Product: [NH2:19][C:17]1[C:16]([C:20]#[N:21])=[C:15]([NH:30][CH:25]2[CH2:29][CH2:28][CH2:27][CH2:26]2)[N:14]=[C:13]([C:11]([NH:10][CH2:9][C:8]2[CH:23]=[CH:24][C:5]([S:2]([CH3:1])(=[O:4])=[O:3])=[CH:6][CH:7]=2)=[O:12])[CH:18]=1. The catalyst class is: 80. (2) Reactant: [C:1]([C:5]1[CH:35]=[CH:34][C:8]([CH2:9][N:10]2[CH2:14][CH:13]([CH2:15][CH2:16][CH2:17][C:18]3[CH:30]=[CH:29][C:21]([O:22][C:23]([CH3:28])([CH3:27])[C:24]([OH:26])=[O:25])=[C:20]([CH3:31])[CH:19]=3)[N:12]([CH3:32])[C:11]2=[O:33])=[CH:7][CH:6]=1)([CH3:4])([CH3:3])[CH3:2].[CH3:36]O. Product: [CH3:36][O:25][C:24](=[O:26])[C:23]([O:22][C:21]1[CH:29]=[CH:30][C:18]([CH2:17][CH2:16][CH2:15][CH:13]2[CH2:14][N:10]([CH2:9][C:8]3[CH:34]=[CH:35][C:5]([C:1]([CH3:2])([CH3:3])[CH3:4])=[CH:6][CH:7]=3)[C:11](=[O:33])[N:12]2[CH3:32])=[CH:19][C:20]=1[CH3:31])([CH3:27])[CH3:28]. The catalyst class is: 65.